Task: Predict which catalyst facilitates the given reaction.. Dataset: Catalyst prediction with 721,799 reactions and 888 catalyst types from USPTO (1) Reactant: [CH3:1][O:2][C:3]1[CH:4]=[C:5]([C:13]2[N:17]=[CH:16][N:15](/[CH:18]=[CH:19]\[C:20]([OH:22])=[O:21])[N:14]=2)[CH:6]=[C:7]([C:9]([F:12])([F:11])[F:10])[CH:8]=1.Cl[C:24]([O:26][CH2:27][CH:28]([CH3:30])C)=O.C[N:32]1[CH2:37][CH2:36]OC[CH2:33]1.[CH3:38][OH:39].ClCCl. Product: [CH3:1][O:2][C:3]1[CH:4]=[C:5]([C:13]2[N:17]=[CH:16][N:15](/[CH:18]=[CH:19]\[C:20]([O:22][C:38](=[O:39])/[CH:36]=[CH:37]\[N:32]3[CH:33]=[N:17][C:13]([C:5]4[CH:6]=[C:30]([C:9]([F:12])([F:11])[F:10])[CH:28]=[C:27]([O:26][CH3:24])[CH:4]=4)=[N:14]3)=[O:21])[N:14]=2)[CH:6]=[C:7]([C:9]([F:12])([F:10])[F:11])[CH:8]=1. The catalyst class is: 1. (2) Reactant: Br[C:2]1[CH:3]=[C:4]2[C:10]3([CH2:14][CH2:13][N:12]([C:15]([O:17][C:18]([CH3:21])([CH3:20])[CH3:19])=[O:16])[CH2:11]3)[CH2:9][N:8]([C:22]([O:24][CH2:25][CH2:26][Si:27]([CH3:30])([CH3:29])[CH3:28])=[O:23])[C:5]2=[CH:6][CH:7]=1.[CH2:31]([Sn](CCCC)(CCCC)C=C)[CH2:32]CC.[Cl-].[Li+]. Product: [CH:31]([C:2]1[CH:3]=[C:4]2[C:10]3([CH2:14][CH2:13][N:12]([C:15]([O:17][C:18]([CH3:21])([CH3:20])[CH3:19])=[O:16])[CH2:11]3)[CH2:9][N:8]([C:22]([O:24][CH2:25][CH2:26][Si:27]([CH3:29])([CH3:28])[CH3:30])=[O:23])[C:5]2=[CH:6][CH:7]=1)=[CH2:32]. The catalyst class is: 7. (3) Reactant: [NH2:1][CH2:2][CH2:3][C:4]1([OH:34])[CH2:8][CH2:7][CH2:6][CH:5]1[C:9]([NH:11][C@H:12]([CH:31]([CH3:33])[CH3:32])[C:13]([N:15]1[CH2:20][CH2:19][C@@:18]([C:22]2[CH:27]=[CH:26][C:25]([Cl:28])=[CH:24][CH:23]=2)([OH:21])[C:17]([CH3:30])([CH3:29])[CH2:16]1)=[O:14])=[O:10].C(N(CC)CC)C.[C:42](N1C=CN=C1)(N1C=CN=C1)=[O:43].C(O)(C(F)(F)F)=O. Product: [Cl:28][C:25]1[CH:24]=[CH:23][C:22]([C@@:18]2([OH:21])[CH2:19][CH2:20][N:15]([C:13](=[O:14])[C@H:12]([NH:11][C:9]([CH:5]3[C:4]4([CH2:3][CH2:2][NH:1][C:42](=[O:43])[O:34]4)[CH2:8][CH2:7][CH2:6]3)=[O:10])[CH:31]([CH3:32])[CH3:33])[CH2:16][C:17]2([CH3:29])[CH3:30])=[CH:27][CH:26]=1. The catalyst class is: 278. (4) The catalyst class is: 2. Reactant: [C:1]([NH:8][C@H:9]([C:17]([OH:19])=O)[CH2:10][C:11]1[CH:16]=[CH:15][N:14]=[CH:13][CH:12]=1)([O:3][C:4]([CH3:7])([CH3:6])[CH3:5])=[O:2].CC[N:22]([CH:26]([CH3:28])C)[CH:23]([CH3:25])C.ClC(OCC(C)C)=O.N1CCCC1. Product: [O:19]=[C:17]([N:22]1[CH2:23][CH2:25][CH2:28][CH2:26]1)[C@H:9]([NH:8][C:1](=[O:2])[O:3][C:4]([CH3:5])([CH3:6])[CH3:7])[CH2:10][C:11]1[CH:12]=[CH:13][N:14]=[CH:15][CH:16]=1. (5) Reactant: C(=O)(O)O.[NH2:5][NH:6][C:7]([NH2:9])=[NH:8].O=[C:11]1[C:19]2[C:14](=[CH:15][CH:16]=[C:17]([NH:20][S:21]([C:24]3[CH:33]=[CH:32][C:31]4[C:26](=[CH:27][CH:28]=[CH:29][CH:30]=4)[CH:25]=3)(=[O:23])=[O:22])[CH:18]=2)[CH2:13][CH2:12]1.[ClH:34]. Product: [ClH:34].[CH:25]1[C:26]2[C:31](=[CH:30][CH:29]=[CH:28][CH:27]=2)[CH:32]=[CH:33][C:24]=1[S:21]([NH:20][C:17]1[CH:18]=[C:19]2[C:14]([CH2:13][CH2:12][C:11]2=[N:5][NH:6][C:7](=[NH:9])[NH2:8])=[CH:15][CH:16]=1)(=[O:23])=[O:22]. The catalyst class is: 5. (6) Reactant: C[O:2][C:3](=[O:23])[CH2:4][CH2:5][N:6]1[C:11]2[CH:12]=[C:13]([Cl:18])[C:14]([CH3:17])=[C:15]([Cl:16])[C:10]=2[O:9][CH:8]([CH:19]([CH3:21])[CH3:20])[C:7]1=[O:22].[OH-].[Na+].O. Product: [Cl:18][C:13]1[C:14]([CH3:17])=[C:15]([Cl:16])[C:10]2[O:9][CH:8]([CH:19]([CH3:21])[CH3:20])[C:7](=[O:22])[N:6]([CH2:5][CH2:4][C:3]([OH:23])=[O:2])[C:11]=2[CH:12]=1. The catalyst class is: 5. (7) Reactant: [C:1]([C:3]1[CH:8]=[CH:7][C:6]([N:9]([CH2:23][C:24]([F:27])([F:26])[F:25])[CH2:10][CH2:11][O:12][C:13]2[CH:22]=[CH:21][C:16]([C:17]([O:19]C)=[O:18])=[CH:15][CH:14]=2)=[CH:5][C:4]=1[C:28]([F:31])([F:30])[F:29])#[N:2].O[Li].O.O. Product: [C:1]([C:3]1[CH:8]=[CH:7][C:6]([N:9]([CH2:23][C:24]([F:25])([F:26])[F:27])[CH2:10][CH2:11][O:12][C:13]2[CH:14]=[CH:15][C:16]([C:17]([OH:19])=[O:18])=[CH:21][CH:22]=2)=[CH:5][C:4]=1[C:28]([F:29])([F:30])[F:31])#[N:2]. The catalyst class is: 1.